From a dataset of CYP2C19 inhibition data for predicting drug metabolism from PubChem BioAssay. Regression/Classification. Given a drug SMILES string, predict its absorption, distribution, metabolism, or excretion properties. Task type varies by dataset: regression for continuous measurements (e.g., permeability, clearance, half-life) or binary classification for categorical outcomes (e.g., BBB penetration, CYP inhibition). Dataset: cyp2c19_veith. (1) The compound is COc1ccc(CNc2ccnc(-c3ccccc3C(F)(F)F)n2)c(OC)c1. The result is 1 (inhibitor). (2) The drug is CN1CCc2cc3c(cc2[C@@H]1O)OCO3. The result is 0 (non-inhibitor). (3) The result is 0 (non-inhibitor). The molecule is CN1C[C@H](C(=O)N[C@]2(C)O[C@]3(O)[C@H]4CCCN4C(=O)[C@H](Cc4ccccc4)N3C2=O)C[C@H]2c3cccc4[nH]cc(c34)C[C@@H]21.CN1C[C@H](C(=O)N[C@]2(C)O[C@]3(O)[C@H]4CCCN4C(=O)[C@H](Cc4ccccc4)N3C2=O)C[C@H]2c3cccc4[nH]cc(c34)C[C@@H]21.O=C(O)[C@@H](O)[C@@H](O)C(=O)O. (4) The molecule is CC(C)OC(=O)C1=C2SCC(=O)N2C(N)=C(C#N)C1. The result is 1 (inhibitor). (5) The molecule is CO[C@@H]1COC(=O)C/C=C\[C@H](C)COC(=O)[C@H](Cc2ccccc2)NC(=O)C/C=C\[C@H]1C. The result is 1 (inhibitor). (6) The drug is O=C(O)c1nnsc1-c1ccc(-c2snnc2C(=O)O)cc1. The result is 0 (non-inhibitor). (7) The compound is CC(=O)N1CCC2(CCCN(c3cccc(-c4ccccc4)c3)C2)CC1. The result is 1 (inhibitor).